From a dataset of Reaction yield outcomes from USPTO patents with 853,638 reactions. Predict the reaction yield, written as a fraction of the theoretical maximum amount of product (1.0 means a 100% yield; for example, 0.34 means a 34% yield). (1) The reactants are C(NC(C)C)(C)C.C([Li])CCC.[F:13][C:14]([F:27])([F:26])[S:15][C:16]1[CH:21]=[CH:20][C:19]([CH2:22][C:23]([OH:25])=[O:24])=[CH:18][CH:17]=1.I[CH2:29][CH:30]1[CH2:34][CH2:33][CH2:32][CH2:31]1. The catalyst is O1CCCC1.CN1CCCN(C)C1=O. The product is [CH:30]1([CH2:29][CH:22]([C:19]2[CH:18]=[CH:17][C:16]([S:15][C:14]([F:26])([F:13])[F:27])=[CH:21][CH:20]=2)[C:23]([OH:25])=[O:24])[CH2:34][CH2:33][CH2:32][CH2:31]1. The yield is 0.580. (2) The reactants are [CH2:1]([O:3][C:4]([C:6]1[N:7]([C:17]2[CH:22]=[CH:21][C:20]([O:23][CH:24]3[CH2:28][CH2:27][CH2:26][CH2:25]3)=[CH:19][CH:18]=2)[C:8]2[C:13]([C:14]=1[Cl:15])=[CH:12][C:11](I)=[CH:10][CH:9]=2)=[O:5])[CH3:2].C([Mg]Cl)(C)C.C1COCC1.[F:39][C:40]([F:52])([F:51])[O:41][C:42]1[CH:50]=[CH:49][C:45]([C:46](Cl)=[O:47])=[CH:44][CH:43]=1.[NH4+].[Cl-]. No catalyst specified. The product is [CH2:1]([O:3][C:4]([C:6]1[N:7]([C:17]2[CH:22]=[CH:21][C:20]([O:23][CH:24]3[CH2:28][CH2:27][CH2:26][CH2:25]3)=[CH:19][CH:18]=2)[C:8]2[C:13]([C:14]=1[Cl:15])=[CH:12][C:11]([C:46](=[O:47])[C:45]1[CH:49]=[CH:50][C:42]([O:41][C:40]([F:39])([F:51])[F:52])=[CH:43][CH:44]=1)=[CH:10][CH:9]=2)=[O:5])[CH3:2]. The yield is 0.730. (3) The reactants are [C:1]([C:3]1[CH:8]=[CH:7][CH:6]=[CH:5][C:4]=1[C:9]1[CH:14]=[CH:13][C:12]([CH2:15][C:16]2[C:21](=[O:22])[N:20]([C:23]3[CH:36]=[CH:35][C:26]([O:27][C:28]([CH3:34])([CH3:33])[C:29](OC)=[O:30])=[CH:25][CH:24]=3)[C:19]([CH3:37])=[N:18][C:17]=2[CH2:38][CH2:39][CH3:40])=[C:11]([F:41])[CH:10]=1)#[N:2].[BH4-].[Li+].C(OCC)(=O)C.O. The catalyst is O1CCCC1. The product is [F:41][C:11]1[CH:10]=[C:9]([C:4]2[C:3]([C:1]#[N:2])=[CH:8][CH:7]=[CH:6][CH:5]=2)[CH:14]=[CH:13][C:12]=1[CH2:15][C:16]1[C:21](=[O:22])[N:20]([C:23]2[CH:36]=[CH:35][C:26]([O:27][C:28]([CH3:33])([CH3:34])[CH2:29][OH:30])=[CH:25][CH:24]=2)[C:19]([CH3:37])=[N:18][C:17]=1[CH2:38][CH2:39][CH3:40]. The yield is 0.730. (4) The reactants are C(OC(=O)[N:7]([C:16]1[CH:21]=[CH:20][C:19]([C:22]([C:24]2[C:32]3[C:27](=[N:28][CH:29]=[C:30]([Cl:33])[CH:31]=3)[NH:26][CH:25]=2)=[O:23])=[CH:18][N:17]=1)[CH2:8][C:9]1[CH:14]=[CH:13][CH:12]=[CH:11][C:10]=1[F:15])(C)(C)C.FC(F)(F)C(O)=O.C(=O)([O-])[O-].[K+].[K+]. The catalyst is ClCCl. The product is [Cl:33][C:30]1[CH:31]=[C:32]2[C:24]([C:22]([C:19]3[CH:18]=[N:17][C:16]([NH:7][CH2:8][C:9]4[CH:14]=[CH:13][CH:12]=[CH:11][C:10]=4[F:15])=[CH:21][CH:20]=3)=[O:23])=[CH:25][NH:26][C:27]2=[N:28][CH:29]=1. The yield is 0.120. (5) The reactants are [CH3:1][C:2]1[CH:7]=[CH:6][N:5]=[CH:4][C:3]=1[N:8]1[CH2:12][CH2:11][NH:10][C:9]1=[O:13].Br[C:15]1[CH:20]=[CH:19][C:18]([C:21](=[O:23])[CH3:22])=[C:17]([F:24])[CH:16]=1.N[C@@H]1CCCC[C@H]1N.P([O-])([O-])([O-])=O.[K+].[K+].[K+]. The catalyst is [Cu](I)I.O1CCOCC1. The product is [C:21]([C:18]1[CH:19]=[CH:20][C:15]([N:10]2[CH2:11][CH2:12][N:8]([C:3]3[CH:4]=[N:5][CH:6]=[CH:7][C:2]=3[CH3:1])[C:9]2=[O:13])=[CH:16][C:17]=1[F:24])(=[O:23])[CH3:22]. The yield is 0.882. (6) The reactants are [Br:1][CH2:2][CH2:3][CH2:4][CH2:5][C:6]([CH3:21])([C:15]1[CH:20]=[CH:19][CH:18]=[CH:17][CH:16]=1)[CH2:7][O:8][CH:9]1[CH2:14][CH2:13][CH2:12][CH2:11][O:10]1.Br[CH2:23]CCCC(C)(C1C=CC(C)=CC=1)CO.O1C=CCCC1. The catalyst is C(Cl)Cl.O.C1(C)C=CC(S(O)(=O)=O)=CC=1. The product is [Br:1][CH2:2][CH2:3][CH2:4][CH2:5][C:6]([CH3:21])([C:15]1[CH:16]=[CH:17][C:18]([CH3:23])=[CH:19][CH:20]=1)[CH2:7][O:8][CH:9]1[CH2:14][CH2:13][CH2:12][CH2:11][O:10]1. The yield is 0.930. (7) The reactants are [C:1]1([CH3:27])[CH:6]=[CH:5][C:4]([C:7]2[N:8]=[N:9][N:10]([CH2:12][S:13]([NH:16][CH2:17][C:18]3[CH:26]=[CH:25][C:21]([C:22](O)=[O:23])=[CH:20][CH:19]=3)(=[O:15])=[O:14])[CH:11]=2)=[CH:3][CH:2]=1.C(N(C(C)C)C(C)C)C.CCN=C=NCCCN(C)C.Cl.C1C=CC2N(O)N=NC=2C=1.Cl.[O:60]1[CH2:65][CH2:64][CH2:63][CH2:62][CH:61]1[O:66][NH2:67]. The catalyst is CN(C=O)C. The product is [C:1]1([CH3:27])[CH:2]=[CH:3][C:4]([C:7]2[N:8]=[N:9][N:10]([CH2:12][S:13]([NH:16][CH2:17][C:18]3[CH:26]=[CH:25][C:21]([C:22]([NH:67][O:66][CH:61]4[CH2:62][CH2:63][CH2:64][CH2:65][O:60]4)=[O:23])=[CH:20][CH:19]=3)(=[O:14])=[O:15])[CH:11]=2)=[CH:5][CH:6]=1. The yield is 0.720. (8) The reactants are [C:1]([O:5][C:6]([N:8]1[CH2:15][C:14]2[C:13](I)=[N:12][N:11](C(OCC)=O)[C:10]=2[CH2:9]1)=[O:7])([CH3:4])([CH3:3])[CH3:2].[C:22]1(B(O)O)[CH:27]=[CH:26][CH:25]=[CH:24][CH:23]=1.C(=O)([O-])[O-].[K+].[K+].C(N(CC)CC)C. The catalyst is O1CCOCC1.O.C(OCC)(=O)C.[Pd](Cl)Cl.C1(PC2C=CC=CC=2)C=CC=CC=1. The product is [C:1]([O:5][C:6]([N:8]1[CH2:15][C:14]2[C:10](=[N:11][NH:12][C:13]=2[C:22]2[CH:27]=[CH:26][CH:25]=[CH:24][CH:23]=2)[CH2:9]1)=[O:7])([CH3:2])([CH3:3])[CH3:4]. The yield is 0.630. (9) The reactants are C(OC([NH:8][CH2:9][C:10]1[C:11]([CH2:27][CH:28]([CH3:30])[CH3:29])=[N:12][C:13]([CH3:26])=[C:14]([C:18]=1[C:19]1[CH:24]=[CH:23][C:22]([CH3:25])=[CH:21][CH:20]=1)[C:15]([OH:17])=[O:16])=O)(C)(C)C.[CH2:31](Br)[C:32]1[CH:37]=[CH:36][CH:35]=[CH:34][CH:33]=1.C(=O)([O-])[O-].[K+].[K+]. The catalyst is CN(C)C=O.C(OCC)(=O)C. The product is [NH2:8][CH2:9][C:10]1[C:11]([CH2:27][CH:28]([CH3:30])[CH3:29])=[N:12][C:13]([CH3:26])=[C:14]([C:18]=1[C:19]1[CH:24]=[CH:23][C:22]([CH3:25])=[CH:21][CH:20]=1)[C:15]([O:17][CH2:31][C:32]1[CH:37]=[CH:36][CH:35]=[CH:34][CH:33]=1)=[O:16]. The yield is 0.990.